Predict the product of the given reaction. From a dataset of Forward reaction prediction with 1.9M reactions from USPTO patents (1976-2016). (1) Given the reactants Cl[C:2]1[C:11]2=[N:12][N:13](CC3C=CC(OC)=CC=3)[CH:14]=[C:10]2[C:9]2[CH:8]=[C:7]([O:24][CH3:25])[CH:6]=[CH:5][C:4]=2[N:3]=1.[NH2:26][C:27]1[CH:28]=[C:29]([CH:33]=[CH:34][CH:35]=1)[C:30]([NH2:32])=[O:31].Cl, predict the reaction product. The product is: [CH3:25][O:24][C:7]1[CH:6]=[CH:5][C:4]2[N:3]=[C:2]([NH:26][C:27]3[CH:28]=[C:29]([CH:33]=[CH:34][CH:35]=3)[C:30]([NH2:32])=[O:31])[C:11]3=[N:12][NH:13][CH:14]=[C:10]3[C:9]=2[CH:8]=1. (2) Given the reactants [NH2:1][CH2:2][C:3]1[N:11]=[C:10]2[C:6]([N:7]=[CH:8][N:9]2[C@H:12]2[C@H:16]([OH:17])[C@H:15]([OH:18])[C@@H:14]([CH2:19][OH:20])[O:13]2)=[C:5]([NH:21][CH2:22][CH:23]2[C:35]3[CH:34]=[CH:33][CH:32]=[CH:31][C:30]=3[C:29]3[C:24]2=[CH:25][CH:26]=[CH:27][CH:28]=3)[N:4]=1.[CH:36]([N:39]([CH:50]([CH3:52])[CH3:51])[CH2:40][CH2:41][NH:42][C:43](N1C=CN=C1)=[O:44])([CH3:38])[CH3:37], predict the reaction product. The product is: [OH:17][C@@H:16]1[C@H:15]([OH:18])[C@@H:14]([CH2:19][OH:20])[O:13][C@H:12]1[N:9]1[CH:8]=[N:7][C:6]2[C:10]1=[N:11][C:3]([CH2:2][NH:1][C:43]([NH:42][CH2:41][CH2:40][N:39]([CH:50]([CH3:52])[CH3:51])[CH:36]([CH3:37])[CH3:38])=[O:44])=[N:4][C:5]=2[NH:21][CH2:22][CH:23]1[C:35]2[CH:34]=[CH:33][CH:32]=[CH:31][C:30]=2[C:29]2[C:24]1=[CH:25][CH:26]=[CH:27][CH:28]=2. (3) Given the reactants [Cl:1][C:2]1[CH:11]=[CH:10][CH:9]=[C:8]2[C:3]=1[C:4](=[O:26])[N:5]([CH:23]1[CH2:25][CH2:24]1)[C:6]([C@H:12]([NH:15]C(=O)OC(C)(C)C)[CH2:13][CH3:14])=[N:7]2.Cl.C([O-])(O)=O.[Na+], predict the reaction product. The product is: [NH2:15][C@@H:12]([C:6]1[N:5]([CH:23]2[CH2:24][CH2:25]2)[C:4](=[O:26])[C:3]2[C:8](=[CH:9][CH:10]=[CH:11][C:2]=2[Cl:1])[N:7]=1)[CH2:13][CH3:14].